This data is from Reaction yield outcomes from USPTO patents with 853,638 reactions. The task is: Predict the reaction yield, written as a fraction of the theoretical maximum amount of product (1.0 means a 100% yield; for example, 0.34 means a 34% yield). (1) The reactants are [CH3:1][N:2]1[CH:7]([CH3:8])[CH2:6][N:5]2[N:9]=[C:10]([N+:12]([O-])=O)[CH:11]=[C:4]2[CH2:3]1.[H][H]. The catalyst is CO.[Ni]. The product is [CH3:1][N:2]1[CH:7]([CH3:8])[CH2:6][N:5]2[N:9]=[C:10]([NH2:12])[CH:11]=[C:4]2[CH2:3]1. The yield is 0.860. (2) The reactants are C([O:3][C:4](=[O:43])[CH:5]([OH:42])[CH2:6][NH:7][C:8](=[O:41])[C:9]1[CH:14]=[CH:13][C:12]([CH:15]([NH:26][C:27]([NH:29][C:30]2[CH:35]=[CH:34][C:33]([O:36][C:37]([F:40])([F:39])[F:38])=[CH:32][CH:31]=2)=[O:28])[C:16]2[CH:21]=[CH:20][C:19]([C:22]([CH3:25])([CH3:24])[CH3:23])=[CH:18][CH:17]=2)=[CH:11][CH:10]=1)C.[OH-].[Na+].Cl. The catalyst is C(O)C. The product is [C:22]([C:19]1[CH:18]=[CH:17][C:16]([CH:15]([NH:26][C:27]([NH:29][C:30]2[CH:35]=[CH:34][C:33]([O:36][C:37]([F:38])([F:39])[F:40])=[CH:32][CH:31]=2)=[O:28])[C:12]2[CH:13]=[CH:14][C:9]([C:8]([NH:7][CH2:6][CH:5]([OH:42])[C:4]([OH:43])=[O:3])=[O:41])=[CH:10][CH:11]=2)=[CH:21][CH:20]=1)([CH3:25])([CH3:23])[CH3:24]. The yield is 0.430.